This data is from Forward reaction prediction with 1.9M reactions from USPTO patents (1976-2016). The task is: Predict the product of the given reaction. (1) Given the reactants [F:1][C:2]1[CH:14]=[C:13]([CH:15]=[O:16])[CH:12]=[C:11]([O:17][CH3:18])[C:3]=1[O:4][CH2:5][C:6]([O:8][CH2:9][CH3:10])=[O:7].[BH4-].[Na+], predict the reaction product. The product is: [F:1][C:2]1[CH:14]=[C:13]([CH2:15][OH:16])[CH:12]=[C:11]([O:17][CH3:18])[C:3]=1[O:4][CH2:5][C:6]([O:8][CH2:9][CH3:10])=[O:7]. (2) Given the reactants [O:1]=[C:2]([C:6]1[CH:11]=[CH:10][CH:9]=[CH:8][CH:7]=1)[CH2:3][C:4]#[N:5].[C:12]1([SH:18])[CH:17]=[CH:16][CH:15]=[CH:14][CH:13]=1.[ClH:19], predict the reaction product. The product is: [ClH:19].[O:1]=[C:2]([C:6]1[CH:11]=[CH:10][CH:9]=[CH:8][CH:7]=1)[CH2:3][C:4]([S:18][C:12]1[CH:17]=[CH:16][CH:15]=[CH:14][CH:13]=1)=[NH:5]. (3) Given the reactants [C:1]([C:5]1[CH:10]=[C:9]([C:11]([CH3:14])([CH3:13])[CH3:12])[CH:8]=[C:7]([C:15]([CH3:18])([CH3:17])[CH3:16])[C:6]=1[OH:19])([CH3:4])([CH3:3])[CH3:2].[Li]CCCC.Cl[P:26]1[O:30][C:29]([C:37]2[CH:42]=[CH:41][CH:40]=[CH:39][CH:38]=2)([C:31]2[CH:36]=[CH:35][CH:34]=[CH:33][CH:32]=2)[C:28]([C:49]2[CH:54]=[CH:53][CH:52]=[CH:51][CH:50]=2)([C:43]2[CH:48]=[CH:47][CH:46]=[CH:45][CH:44]=2)[O:27]1, predict the reaction product. The product is: [C:37]1([C:29]2([C:31]3[CH:32]=[CH:33][CH:34]=[CH:35][CH:36]=3)[C:28]([C:43]3[CH:44]=[CH:45][CH:46]=[CH:47][CH:48]=3)([C:49]3[CH:54]=[CH:53][CH:52]=[CH:51][CH:50]=3)[O:27][P:26]([O:19][C:6]3[C:7]([C:15]([CH3:18])([CH3:17])[CH3:16])=[CH:8][C:9]([C:11]([CH3:14])([CH3:13])[CH3:12])=[CH:10][C:5]=3[C:1]([CH3:4])([CH3:3])[CH3:2])[O:30]2)[CH:42]=[CH:41][CH:40]=[CH:39][CH:38]=1. (4) Given the reactants [F:1][C:2]1[CH:3]=[C:4]([CH3:20])[CH:5]=[C:6]([C:9]2[CH:14]=[CH:13][C:12]([CH2:15][CH2:16][CH2:17][CH2:18][CH3:19])=[CH:11][CH:10]=2)[C:7]=1[F:8].[Li]C(CC)C.CN([CH:29]=[O:30])C.Cl, predict the reaction product. The product is: [F:1][C:2]1[C:7]([F:8])=[C:6]([C:9]2[CH:14]=[CH:13][C:12]([CH2:15][CH2:16][CH2:17][CH2:18][CH3:19])=[CH:11][CH:10]=2)[CH:5]=[C:4]([CH3:20])[C:3]=1[CH:29]=[O:30]. (5) The product is: [CH3:21][O:20][C:13]1[C:14]([O:18][CH3:19])=[CH:15][CH:16]=[CH:17][C:12]=1[CH2:11][CH:10]=[O:9]. Given the reactants ClC(Cl)(Cl)C(O)=O.C[O:9][CH:10]=[CH:11][C:12]1[CH:17]=[CH:16][CH:15]=[C:14]([O:18][CH3:19])[C:13]=1[O:20][CH3:21], predict the reaction product. (6) Given the reactants [NH:1]1[C:5](=[O:6])[CH2:4][CH2:3][C:2]1=[O:7].C[Si](C)(C)[N-][Si](C)(C)C.[Na+].[O:18]1[C:22]2([CH2:27][CH2:26][C:25](C3C(O)=CC=CN=3)=[CH:24][CH2:23]2)[O:21][CH2:20][CH2:19]1, predict the reaction product. The product is: [O:18]1[C:22]2([CH2:27][CH2:26][CH:25]([N:1]3[C:5](=[O:6])[CH2:4][CH2:3][C:2]3=[O:7])[CH2:24][CH2:23]2)[O:21][CH2:20][CH2:19]1.